Task: Regression. Given a peptide amino acid sequence and an MHC pseudo amino acid sequence, predict their binding affinity value. This is MHC class I binding data.. Dataset: Peptide-MHC class I binding affinity with 185,985 pairs from IEDB/IMGT (1) The peptide sequence is ALVVAQLLR. The binding affinity (normalized) is 0.417. The MHC is Patr-A0101 with pseudo-sequence Patr-A0101. (2) The peptide sequence is CMLTEFLHY. The MHC is HLA-A03:01 with pseudo-sequence HLA-A03:01. The binding affinity (normalized) is 0.783.